From a dataset of Peptide-MHC class II binding affinity with 134,281 pairs from IEDB. Regression. Given a peptide amino acid sequence and an MHC pseudo amino acid sequence, predict their binding affinity value. This is MHC class II binding data. (1) The peptide sequence is TWQGGSGMASHIIYE. The MHC is DRB1_0802 with pseudo-sequence DRB1_0802. The binding affinity (normalized) is 0.299. (2) The peptide sequence is GARILTSESQLTITK. The binding affinity (normalized) is 0.231. The MHC is DRB1_1501 with pseudo-sequence DRB1_1501. (3) The peptide sequence is AFKVAATAANADPAN. The MHC is DRB1_0802 with pseudo-sequence DRB1_0802. The binding affinity (normalized) is 0.537. (4) The binding affinity (normalized) is 0.597. The MHC is HLA-DPA10103-DPB10301 with pseudo-sequence HLA-DPA10103-DPB10301. The peptide sequence is AAIHEMFVNTLQMSS. (5) The peptide sequence is TCAKSMSLFEVDQTKKK. The MHC is DRB3_0202 with pseudo-sequence DRB3_0202. The binding affinity (normalized) is 0.483. (6) The peptide sequence is ATSLDTMAQMNQAFR. The MHC is HLA-DPA10103-DPB10201 with pseudo-sequence HLA-DPA10103-DPB10201. The binding affinity (normalized) is 0.178. (7) The peptide sequence is EKVDAAFKVAATAAN. The MHC is HLA-DQA10501-DQB10301 with pseudo-sequence HLA-DQA10501-DQB10301. The binding affinity (normalized) is 0.693.